Dataset: Peptide-MHC class I binding affinity with 185,985 pairs from IEDB/IMGT. Task: Regression. Given a peptide amino acid sequence and an MHC pseudo amino acid sequence, predict their binding affinity value. This is MHC class I binding data. (1) The peptide sequence is HYISMGTSGL. The MHC is H-2-Kb with pseudo-sequence H-2-Kb. The binding affinity (normalized) is 0.141. (2) The peptide sequence is ATAGWTFGA. The MHC is HLA-A02:01 with pseudo-sequence HLA-A02:01. The binding affinity (normalized) is 0.576. (3) The peptide sequence is VVISKKDTY. The binding affinity (normalized) is 0.0847. The MHC is HLA-A30:01 with pseudo-sequence HLA-A30:01. (4) The binding affinity (normalized) is 0.0847. The peptide sequence is EVNAHIHTM. The MHC is HLA-B38:01 with pseudo-sequence HLA-B38:01.